This data is from Forward reaction prediction with 1.9M reactions from USPTO patents (1976-2016). The task is: Predict the product of the given reaction. (1) Given the reactants [CH:1]1([CH:7]([NH:22][C:23]2[CH:28]=[CH:27][C:26]([C:29]([NH:31][CH2:32][CH2:33][C:34]([O:36][CH2:37][CH3:38])=[O:35])=[O:30])=[CH:25][CH:24]=2)[C:8]2[CH:12]=[C:11]([C:13]3[CH:18]=[CH:17][CH:16]=[CH:15][CH:14]=3)[O:10][C:9]=2[CH2:19]SC)[CH2:6][CH2:5][CH2:4][CH2:3][CH2:2]1.O[O:40][S:41]([O-:43])=O.[K+].[CH3:45]O, predict the reaction product. The product is: [CH:1]1([CH:7]([NH:22][C:23]2[CH:24]=[CH:25][C:26]([C:29]([NH:31][CH2:32][CH2:33][C:34]([O:36][CH2:37][CH3:38])=[O:35])=[O:30])=[CH:27][CH:28]=2)[C:8]2[CH:12]=[C:11]([C:13]3[CH:18]=[CH:17][CH:16]=[CH:15][CH:14]=3)[O:10][C:9]=2[CH2:19][S:41]([CH3:45])(=[O:43])=[O:40])[CH2:6][CH2:5][CH2:4][CH2:3][CH2:2]1. (2) Given the reactants [C:1]1([S:7]([C:9]2[CH:17]=[CH:16][C:12]([C:13]([OH:15])=O)=[CH:11][CH:10]=2)=[O:8])[CH:6]=[CH:5][CH:4]=[CH:3][CH:2]=1.[NH2:18][CH2:19][C:20]1[C:21]([OH:28])=[N:22][C:23]([CH3:27])=[CH:24][C:25]=1[CH3:26].CN(C(ON1N=NC2C=CC=NC1=2)=[N+](C)C)C.F[P-](F)(F)(F)(F)F.C(N(CC)CC)C, predict the reaction product. The product is: [OH:28][C:21]1[C:20]([CH2:19][NH:18][C:13](=[O:15])[C:12]2[CH:11]=[CH:10][C:9]([S:7]([C:1]3[CH:2]=[CH:3][CH:4]=[CH:5][CH:6]=3)=[O:8])=[CH:17][CH:16]=2)=[C:25]([CH3:26])[CH:24]=[C:23]([CH3:27])[N:22]=1. (3) Given the reactants [CH3:1][N:2]([C:11]1[CH:16]=[CH:15][C:14]([N+:17]([O-])=O)=[CH:13][CH:12]=1)[CH2:3][CH2:4][N:5]1[CH2:10][CH2:9][CH2:8][CH2:7][CH2:6]1.C(O)(C(F)(F)F)=O, predict the reaction product. The product is: [CH3:1][N:2]([CH2:3][CH2:4][N:5]1[CH2:10][CH2:9][CH2:8][CH2:7][CH2:6]1)[C:11]1[CH:12]=[CH:13][C:14]([NH2:17])=[CH:15][CH:16]=1. (4) Given the reactants [Cl:1][C:2]1[C:3]([C:33](=[O:43])[N:34]([CH2:39][CH2:40][CH2:41][CH3:42])[CH2:35][CH2:36][CH2:37][CH3:38])=[N:4][N:5]([C:8]2[CH:16]=[CH:15][C:14]([C:17](=[O:32])[NH:18][S:19]([C:22]3[CH:31]=[CH:30][C:29]4[C:24](=[CH:25][CH:26]=[CH:27][CH:28]=4)[CH:23]=3)(=[O:21])=[O:20])=[CH:13][C:9]=2[C:10]([OH:12])=O)[C:6]=1[CH3:7].[CH3:44][N:45]([CH3:57])[C:46]1[NH:52][CH2:51][C:50]2[CH:53]=[CH:54][CH:55]=[CH:56][C:49]=2[CH2:48][N:47]=1.C(N(C(C)C)C(C)C)C, predict the reaction product. The product is: [CH2:35]([N:34]([CH2:39][CH2:40][CH2:41][CH3:42])[C:33]([C:3]1[C:2]([Cl:1])=[C:6]([CH3:7])[N:5]([C:8]2[CH:16]=[CH:15][C:14]([C:17](=[O:32])[NH:18][S:19]([C:22]3[CH:31]=[CH:30][C:29]4[C:24](=[CH:25][CH:26]=[CH:27][CH:28]=4)[CH:23]=3)(=[O:20])=[O:21])=[CH:13][C:9]=2[C:10]([N:52]2[CH2:51][C:50]3[CH:53]=[CH:54][CH:55]=[CH:56][C:49]=3[CH2:48][N:47]=[C:46]2[N:45]([CH3:57])[CH3:44])=[O:12])[N:4]=1)=[O:43])[CH2:36][CH2:37][CH3:38]. (5) Given the reactants [F:1][C:2]1[CH:7]=[CH:6][C:5]([O:8][CH3:9])=[CH:4][C:3]=1[NH:10][C:11]1[N:19]=[CH:18][CH:17]=[CH:16][C:12]=1[C:13]([OH:15])=O.Cl.[NH2:21][C:22]([CH3:27])([CH2:25][CH3:26])[C:23]#[CH:24].C1C=CC2N(O)N=NC=2C=1.CCN=C=NCCCN(C)C.CCN(C(C)C)C(C)C, predict the reaction product. The product is: [F:1][C:2]1[CH:7]=[CH:6][C:5]([O:8][CH3:9])=[CH:4][C:3]=1[NH:10][C:11]1[N:19]=[CH:18][CH:17]=[CH:16][C:12]=1[C:13]([NH:21][C:22]([CH3:27])([CH2:25][CH3:26])[C:23]#[CH:24])=[O:15]. (6) Given the reactants C1(P(N=[N+]=[N-])(C2C=CC=CC=2)=[O:8])C=CC=CC=1.C([N:20]([CH2:23]C)CC)C.[CH2:25]([C@:32]1([CH2:38]C(O)=O)[CH2:36][CH2:35][C@@H:34]([CH3:37])[CH2:33]1)[C:26]1[CH:31]=[CH:30][CH:29]=[CH:28][CH:27]=1, predict the reaction product. The product is: [N:20]([CH2:38][C@@:32]1([CH2:25][C:26]2[CH:27]=[CH:28][CH:29]=[CH:30][CH:31]=2)[CH2:36][CH2:35][C@@H:34]([CH3:37])[CH2:33]1)=[C:23]=[O:8]. (7) The product is: [Cl:1][C:2]1[CH:3]=[C:4]([C:13]([NH:15][CH2:16][CH:17]2[CH2:22][CH2:21][NH:20][CH2:19][CH2:18]2)=[O:14])[C:5](=[O:12])[N:6]([CH:9]([CH3:10])[CH3:11])[C:7]=1[CH3:8]. Given the reactants [Cl:1][C:2]1[CH:3]=[C:4]([C:13]([NH:15][CH2:16][CH:17]2[CH2:22][CH2:21][N:20](C(OC(C)(C)C)=O)[CH2:19][CH2:18]2)=[O:14])[C:5](=[O:12])[N:6]([CH:9]([CH3:11])[CH3:10])[C:7]=1[CH3:8].C(=O)([O-])[O-].[K+].[K+], predict the reaction product. (8) Given the reactants Cl.[OH:2][CH:3]1[O:11][C@H:10]([CH2:12][OH:13])[C@@H:8]([OH:9])[C@H:6]([OH:7])[C@H:4]1[NH2:5].N.C(=O)=O, predict the reaction product. The product is: [OH:2][CH:3]1[O:11][C@H:10]([CH2:12][OH:13])[C@@H:8]([OH:9])[C@H:6]([OH:7])[C@H:4]1[NH2:5].